This data is from Cav3 T-type calcium channel HTS with 100,875 compounds. The task is: Binary Classification. Given a drug SMILES string, predict its activity (active/inactive) in a high-throughput screening assay against a specified biological target. (1) The result is 0 (inactive). The drug is Clc1ccc(CNC(=O)CN(S(=O)(=O)c2c3nsnc3ccc2)C)cc1. (2) The result is 0 (inactive). The compound is Clc1cc2/c(=[NH+]\CC(C)C)cc(oc2cc1)c1ccccc1.